The task is: Predict the reaction yield, written as a fraction of the theoretical maximum amount of product (1.0 means a 100% yield; for example, 0.34 means a 34% yield).. This data is from Reaction yield outcomes from USPTO patents with 853,638 reactions. (1) The reactants are [C:1]([O:5][C:6]([N:8]1[CH2:13][CH2:12][CH:11]([C:14]2[CH:19]=[CH:18][C:17]([NH2:20])=[C:16](Br)[N:15]=2)[CH2:10][CH2:9]1)=[O:7])([CH3:4])([CH3:3])[CH3:2].[CH3:22]CO.C([O-])([O-])=O.[Na+].[Na+].[C:31]1([CH3:37])[CH:36]=[CH:35][CH:34]=[CH:33][CH:32]=1. The catalyst is CCOC(C)=O.C1C=CC([P]([Pd]([P](C2C=CC=CC=2)(C2C=CC=CC=2)C2C=CC=CC=2)([P](C2C=CC=CC=2)(C2C=CC=CC=2)C2C=CC=CC=2)[P](C2C=CC=CC=2)(C2C=CC=CC=2)C2C=CC=CC=2)(C2C=CC=CC=2)C2C=CC=CC=2)=CC=1. The product is [C:1]([O:5][C:6]([N:8]1[CH2:13][CH2:12][CH:11]([C:14]2[CH:19]=[CH:18][C:17]([NH2:20])=[C:16]([C:34]3[CH2:35][CH2:36][C:31]([CH3:22])([CH3:37])[CH2:32][CH:33]=3)[N:15]=2)[CH2:10][CH2:9]1)=[O:7])([CH3:4])([CH3:3])[CH3:2]. The yield is 0.660. (2) The reactants are [C:1]1([Mg]Br)[CH:6]=[CH:5][CH:4]=[CH:3][CH:2]=1.[N:9]12[CH2:16][CH2:15][CH:12]([CH2:13][CH2:14]1)[C@@H:11]([O:17][C:18](=[O:26])[C:19](=[O:25])[C:20]1[O:21][CH:22]=[CH:23][CH:24]=1)[CH2:10]2.[Cl-].[NH4+].CCOCC. The catalyst is C1COCC1.N#N. The product is [N:9]12[CH2:16][CH2:15][CH:12]([CH2:13][CH2:14]1)[C@@H:11]([O:17][C:18](=[O:26])[C:19]([C:20]1[O:21][CH:22]=[CH:23][CH:24]=1)([OH:25])[C:1]1[CH:6]=[CH:5][CH:4]=[CH:3][CH:2]=1)[CH2:10]2. The yield is 0.400. (3) The reactants are F[C:2]1[CH:7]=[C:6]([F:8])[CH:5]=[CH:4][C:3]=1[C:9]1[CH:14]=[CH:13][CH:12]=[CH:11][C:10]=1[CH:15]([NH:17][C:18](=[O:27])[C:19]1[CH:24]=[CH:23][C:22]([O:25]C)=[CH:21][CH:20]=1)[CH3:16].C[Si]([N-][Si](C)(C)C)(C)C.[Li+]. The catalyst is C1COCC1. The product is [F:8][C:6]1[CH:5]=[CH:4][C:3]2[C:9]3[C:10]([CH:15]([CH3:16])[N:17]([C:18]([C:19]4[CH:24]=[CH:23][C:22]([OH:25])=[CH:21][CH:20]=4)=[O:27])[C:2]=2[CH:7]=1)=[CH:11][CH:12]=[CH:13][CH:14]=3. The yield is 0.900. (4) The product is [Cl:1][C:2]1[C:3]([NH:22][C:52]([C:49]2[N:46]3[CH:47]=[CH:48][C:43]([O:42][CH2:41][CH2:40][N:37]4[CH2:38][CH2:39][N:34]([CH3:33])[CH2:35][CH2:36]4)=[CH:44][C:45]3=[N:51][CH:50]=2)=[O:53])=[C:4]2[C:8](=[CH:9][CH:10]=1)[N:7]([CH2:11][C:12]1[CH:17]=[CH:16][CH:15]=[C:14]([C:18]([F:20])([F:21])[F:19])[CH:13]=1)[N:6]=[CH:5]2. The catalyst is C1COCC1. The yield is 0.0400. The reactants are [Cl:1][C:2]1[CH:10]=[CH:9][C:8]2[N:7]([CH2:11][C:12]3[CH:17]=[CH:16][CH:15]=[C:14]([C:18]([F:21])([F:20])[F:19])[CH:13]=3)[N:6]=[CH:5][C:4]=2[C:3]=1[NH2:22].[Li+].C[Si]([N-][Si](C)(C)C)(C)C.[CH3:33][N:34]1[CH2:39][CH2:38][N:37]([CH2:40][CH2:41][O:42][C:43]2[CH:48]=[CH:47][N:46]3[C:49]([C:52](OCC)=[O:53])=[CH:50][N:51]=[C:45]3[CH:44]=2)[CH2:36][CH2:35]1. (5) The reactants are [Cl:1][C:2]1[CH:6]=[N:5][N:4]([CH3:7])[C:3]=1[C:8]1[CH:9]=[C:10]([NH2:16])[CH:11]=[CH:12][C:13]=1[O:14][CH3:15].[CH3:17][O:18][C:19]1[CH:20]=[C:21]([N:25]=[C:26]=[O:27])[CH:22]=[CH:23][CH:24]=1. No catalyst specified. The product is [Cl:1][C:2]1[CH:6]=[N:5][N:4]([CH3:7])[C:3]=1[C:8]1[CH:9]=[C:10]([NH:16][C:26]([NH:25][C:21]2[CH:22]=[CH:23][CH:24]=[C:19]([O:18][CH3:17])[CH:20]=2)=[O:27])[CH:11]=[CH:12][C:13]=1[O:14][CH3:15]. The yield is 0.270. (6) The product is [C:17]([C:18]1[N:10]=[N:9][C:8]([CH3:11])=[CH:7][CH:6]=1)(=[O:16])[CH3:1]. The yield is 0.710. The reactants are [CH3:1][Mg]I.CC1[N:10]=[N:9][C:8]([C:11]#N)=[CH:7][CH:6]=1.Cl.C([O:16][CH2:17][CH3:18])C. The catalyst is C1C=CC=CC=1. (7) The reactants are [CH3:1][CH:2]([C:6]1[CH:7]=[C:8]([CH:14]=[CH:15][C:16]=1[OH:17])[C:9]([O:11]CC)=[O:10])[C:3]([CH3:5])=[CH2:4].[OH-].[K+]. The catalyst is CO.O. The product is [CH3:1][CH:2]([C:6]1[CH:7]=[C:8]([CH:14]=[CH:15][C:16]=1[OH:17])[C:9]([OH:11])=[O:10])[C:3]([CH3:5])=[CH2:4]. The yield is 0.510. (8) The product is [OH:13][CH2:12][CH:9]1[O:10][CH2:11][C:4]2[C:5](=[N:6][CH:7]=[C:2]([NH:1][C:22](=[O:23])[C:21]3[CH:25]=[CH:26][C:18](/[CH:17]=[CH:16]/[C:15]([F:29])([F:28])[F:14])=[CH:19][C:20]=3[CH3:27])[CH:3]=2)[CH2:8]1. The yield is 0.230. The catalyst is CN(C=O)C. The reactants are [NH2:1][C:2]1[CH:3]=[C:4]2[CH2:11][O:10][CH:9]([CH2:12][OH:13])[CH2:8][C:5]2=[N:6][CH:7]=1.[F:14][C:15]([F:29])([F:28])/[CH:16]=[CH:17]/[C:18]1[CH:26]=[CH:25][C:21]([C:22](O)=[O:23])=[C:20]([CH3:27])[CH:19]=1.Cl.CN(C)CCCN=C=NCC.ON1C2N=CC=CC=2N=N1.C(N(CC)C(C)C)(C)C.C([O-])(O)=O.[Na+].